This data is from Full USPTO retrosynthesis dataset with 1.9M reactions from patents (1976-2016). The task is: Predict the reactants needed to synthesize the given product. (1) Given the product [NH2:11][C@H:4]([C:5]1[CH:10]=[CH:9][CH:8]=[CH:7][CH:6]=1)[CH2:3][C:2](=[O:1])[CH3:19], predict the reactants needed to synthesize it. The reactants are: [O:1]=[C:2]([CH3:19])[CH2:3][C@H:4]([NH:11]C(=O)OC(C)(C)C)[C:5]1[CH:10]=[CH:9][CH:8]=[CH:7][CH:6]=1.Cl. (2) Given the product [CH:26]([O:25][C:20]1[CH:19]=[CH:18][C:17]([C:15]2[S:16][C:12]([C:7]3[CH:8]=[CH:9][CH:10]=[C:11]4[C:6]=3[CH2:5][CH2:4][C@@H:3]4[NH:2][CH2:43][CH2:42][S:39]([CH3:38])(=[O:41])=[O:40])=[N:13][N:14]=2)=[CH:24][C:21]=1[C:22]#[N:23])([CH3:28])[CH3:27], predict the reactants needed to synthesize it. The reactants are: Cl.[NH2:2][C@@H:3]1[C:11]2[C:6](=[C:7]([C:12]3[S:16][C:15]([C:17]4[CH:18]=[CH:19][C:20]([O:25][CH:26]([CH3:28])[CH3:27])=[C:21]([CH:24]=4)[C:22]#[N:23])=[N:14][N:13]=3)[CH:8]=[CH:9][CH:10]=2)[CH2:5][CH2:4]1.CCN(C(C)C)C(C)C.[CH3:38][S:39]([CH:42]=[CH2:43])(=[O:41])=[O:40]. (3) Given the product [CH2:1]([O:3][C:4]([CH2:6][CH2:7][CH:8]([CH2:16][N+:13]([O-:15])=[O:14])[CH2:9][CH:10]([CH3:11])[CH3:12])=[O:5])[CH3:2], predict the reactants needed to synthesize it. The reactants are: [CH2:1]([O:3][C:4]([CH2:6]/[CH:7]=[CH:8]/[CH2:9][CH:10]([CH3:12])[CH3:11])=[O:5])[CH3:2].[N+:13]([CH3:16])([O-:15])=[O:14].[F-].C([N+](CCCC)(CCCC)CCCC)CCC.O. (4) Given the product [CH3:13][O:14][C:15]1[CH:16]=[C:17]([C:23]2[CH2:24][CH2:25][C:26](=[O:35])[N:27]([CH:29]3[CH2:30][CH2:31][N:32]([S:7]([C:4]4[CH:5]=[CH:6][C:1]([CH3:11])=[CH:2][CH:3]=4)(=[O:9])=[O:8])[CH2:33][CH2:34]3)[N:28]=2)[CH:18]=[CH:19][C:20]=1[O:21][CH3:22], predict the reactants needed to synthesize it. The reactants are: [C:1]1([CH3:11])[CH:6]=[CH:5][C:4]([S:7](Cl)(=[O:9])=[O:8])=[CH:3][CH:2]=1.Cl.[CH3:13][O:14][C:15]1[CH:16]=[C:17]([C:23]2[CH:24](C)[CH2:25][C:26](=[O:35])[N:27]([CH:29]3[CH2:34][CH2:33][NH:32][CH2:31][CH2:30]3)[N:28]=2)[CH:18]=[CH:19][C:20]=1[O:21][CH3:22].C(N1CCC(N2C(=O)CC(C)C(C3C=CC(OC)=C(OC)C=3)=N2)CC1)(=O)C.